This data is from Full USPTO retrosynthesis dataset with 1.9M reactions from patents (1976-2016). The task is: Predict the reactants needed to synthesize the given product. (1) Given the product [C:10]1([CH:8]([OH:9])[CH3:7])[CH:15]=[CH:14][CH:13]=[CH:12][CH:11]=1, predict the reactants needed to synthesize it. The reactants are: S([O-])(=O)(=O)C.N[CH2:7][CH:8]([C:10]1[CH:15]=[CH:14][CH:13]=[CH:12][CH:11]=1)[OH:9]. (2) Given the product [C:1]([O:5][C:6]([C:8]1[C:9]([C:14]2[CH:19]=[CH:18][C:17]([CH2:20][N:21]3[C:25]([CH:26]=[N:27][OH:28])=[C:24]([CH:37]=[CH2:38])[N:23]=[C:22]3[O:30][CH2:31][CH2:32][CH3:33])=[C:16]([F:34])[CH:15]=2)=[CH:10][CH:11]=[CH:12][CH:13]=1)=[O:7])([CH3:4])([CH3:3])[CH3:2], predict the reactants needed to synthesize it. The reactants are: [C:1]([O:5][C:6]([C:8]1[C:9]([C:14]2[CH:19]=[CH:18][C:17]([CH2:20][N:21]3[C:25]([CH:26]=[N:27][OH:28])=[C:24](Br)[N:23]=[C:22]3[O:30][CH2:31][CH2:32][CH3:33])=[C:16]([F:34])[CH:15]=2)=[CH:10][CH:11]=[CH:12][CH:13]=1)=[O:7])([CH3:4])([CH3:3])[CH3:2].CO[CH2:37][CH2:38]OC.O.B1(C=C)OB(C=C)OB(C=C)O1.C1C=CN=CC=1.C(=O)([O-])[O-].[K+].[K+]. (3) Given the product [C:1]([O:5][C:6]([N:8]1[CH2:13][CH2:12][NH:11][C:10]([CH2:16][C:17]2[CH:22]=[CH:21][C:20]([F:23])=[CH:19][C:18]=2[F:24])([CH2:14][NH:40][CH3:39])[CH2:9]1)=[O:7])([CH3:4])([CH3:3])[CH3:2], predict the reactants needed to synthesize it. The reactants are: [C:1]([O:5][C:6]([N:8]1[CH2:13][CH2:12][NH:11][C:10]([CH2:16][C:17]2[CH:22]=[CH:21][C:20]([F:23])=[CH:19][C:18]=2[F:24])([CH:14]=O)[CH2:9]1)=[O:7])([CH3:4])([CH3:3])[CH3:2].[O-]S([O-])(=O)=O.[Mg+2].CN.CC([O-])=O.[Na+].[BH3-][C:39]#[N:40].[Na+].